This data is from Reaction yield outcomes from USPTO patents with 853,638 reactions. The task is: Predict the reaction yield, written as a fraction of the theoretical maximum amount of product (1.0 means a 100% yield; for example, 0.34 means a 34% yield). (1) The reactants are [Cl:1][C:2]1[CH:26]=[CH:25][C:24]([Cl:27])=[CH:23][C:3]=1[O:4][C:5]1[C:10]([C:11]([NH:13][C:14]2[CH:19]=[C:18]([F:20])[CH:17]=[CH:16][C:15]=2[O:21][CH3:22])=[O:12])=[CH:9][N:8]=[CH:7][CH:6]=1.[CH3:28]C(C)([O-])C.[K+].IC.C(O)(=O)CC(CC(O)=O)(C(O)=O)O. The product is [Cl:1][C:2]1[CH:26]=[CH:25][C:24]([Cl:27])=[CH:23][C:3]=1[O:4][C:5]1[C:10]([C:11]([N:13]([C:14]2[CH:19]=[C:18]([F:20])[CH:17]=[CH:16][C:15]=2[O:21][CH3:22])[CH3:28])=[O:12])=[CH:9][N:8]=[CH:7][CH:6]=1. The catalyst is O1CCCC1. The yield is 0.440. (2) The product is [CH:42]1([C:4]2[N:3]=[C:2]([C:63]3[CH:62]=[N:61][C:60]([NH2:74])=[C:59]([O:58][CH:57]([F:56])[F:75])[CH:64]=3)[CH:7]=[C:6]([CH:8]3[CH2:11][N:10]([CH:12]4[CH2:15][O:14][CH2:13]4)[CH2:9]3)[CH:5]=2)[CH2:44][CH2:43]1. The reactants are Cl[C:2]1[CH:7]=[C:6]([CH:8]2[CH2:11][N:10]([CH:12]3[CH2:15][O:14][CH2:13]3)[CH2:9]2)[CH:5]=[C:4](Cl)[N:3]=1.C(P(C12CC3CC(CC(C3)C1)C2)C12CC3CC(CC(C3)C1)C2)CCC.[CH:42]1([B-](F)(F)F)[CH2:44][CH2:43]1.[K+].C(=O)([O-])[O-].[Cs+].[Cs+].[F:56][CH:57]([F:75])[O:58][C:59]1[C:60]([NH2:74])=[N:61][CH:62]=[C:63](B2OC(C)(C)C(C)(C)O2)[CH:64]=1.C1(P(C2CCCCC2)C2C=CC=CC=2C2C(C(C)C)=CC(C(C)C)=CC=2C(C)C)CCCCC1.O.[O-]P([O-])([O-])=O.[K+].[K+].[K+]. The catalyst is C([O-])(=O)C.[Pd+2].C([O-])(=O)C.[Pd+2]. The yield is 0.120.